This data is from NCI-60 drug combinations with 297,098 pairs across 59 cell lines. The task is: Regression. Given two drug SMILES strings and cell line genomic features, predict the synergy score measuring deviation from expected non-interaction effect. (1) Drug 1: CC1=C(C=C(C=C1)NC2=NC=CC(=N2)N(C)C3=CC4=NN(C(=C4C=C3)C)C)S(=O)(=O)N.Cl. Drug 2: C1CN1P(=S)(N2CC2)N3CC3. Cell line: IGROV1. Synergy scores: CSS=10.5, Synergy_ZIP=1.78, Synergy_Bliss=-2.36, Synergy_Loewe=-5.41, Synergy_HSA=-2.03. (2) Drug 1: CCC1(CC2CC(C3=C(CCN(C2)C1)C4=CC=CC=C4N3)(C5=C(C=C6C(=C5)C78CCN9C7C(C=CC9)(C(C(C8N6C)(C(=O)OC)O)OC(=O)C)CC)OC)C(=O)OC)O.OS(=O)(=O)O. Drug 2: CCCCCOC(=O)NC1=NC(=O)N(C=C1F)C2C(C(C(O2)C)O)O. Cell line: UACC62. Synergy scores: CSS=2.63, Synergy_ZIP=-0.423, Synergy_Bliss=0.319, Synergy_Loewe=-1.54, Synergy_HSA=0.329. (3) Drug 1: CC12CCC(CC1=CCC3C2CCC4(C3CC=C4C5=CN=CC=C5)C)O. Drug 2: CNC(=O)C1=CC=CC=C1SC2=CC3=C(C=C2)C(=NN3)C=CC4=CC=CC=N4. Cell line: EKVX. Synergy scores: CSS=8.37, Synergy_ZIP=-1.72, Synergy_Bliss=1.49, Synergy_Loewe=-0.360, Synergy_HSA=0.0484. (4) Drug 1: COC1=CC(=CC(=C1O)OC)C2C3C(COC3=O)C(C4=CC5=C(C=C24)OCO5)OC6C(C(C7C(O6)COC(O7)C8=CC=CS8)O)O. Drug 2: CN(CCCl)CCCl.Cl. Cell line: COLO 205. Synergy scores: CSS=59.5, Synergy_ZIP=2.00, Synergy_Bliss=2.06, Synergy_Loewe=-0.702, Synergy_HSA=4.66. (5) Synergy scores: CSS=32.3, Synergy_ZIP=-2.58, Synergy_Bliss=2.98, Synergy_Loewe=1.42, Synergy_HSA=4.86. Drug 1: CCC1=CC2CC(C3=C(CN(C2)C1)C4=CC=CC=C4N3)(C5=C(C=C6C(=C5)C78CCN9C7C(C=CC9)(C(C(C8N6C)(C(=O)OC)O)OC(=O)C)CC)OC)C(=O)OC.C(C(C(=O)O)O)(C(=O)O)O. Cell line: ACHN. Drug 2: CCN(CC)CCCC(C)NC1=C2C=C(C=CC2=NC3=C1C=CC(=C3)Cl)OC. (6) Cell line: RPMI-8226. Drug 1: C1CCC(C1)C(CC#N)N2C=C(C=N2)C3=C4C=CNC4=NC=N3. Synergy scores: CSS=-0.785, Synergy_ZIP=3.99, Synergy_Bliss=9.04, Synergy_Loewe=1.10, Synergy_HSA=2.07. Drug 2: CCC(=C(C1=CC=CC=C1)C2=CC=C(C=C2)OCCN(C)C)C3=CC=CC=C3.C(C(=O)O)C(CC(=O)O)(C(=O)O)O. (7) Drug 1: CC1=CC2C(CCC3(C2CCC3(C(=O)C)OC(=O)C)C)C4(C1=CC(=O)CC4)C. Drug 2: C1=NC2=C(N=C(N=C2N1C3C(C(C(O3)CO)O)O)F)N. Cell line: NCI-H322M. Synergy scores: CSS=-12.2, Synergy_ZIP=3.32, Synergy_Bliss=-4.63, Synergy_Loewe=-5.74, Synergy_HSA=-9.59. (8) Drug 1: CCC1(CC2CC(C3=C(CCN(C2)C1)C4=CC=CC=C4N3)(C5=C(C=C6C(=C5)C78CCN9C7C(C=CC9)(C(C(C8N6C)(C(=O)OC)O)OC(=O)C)CC)OC)C(=O)OC)O.OS(=O)(=O)O. Drug 2: C1=NNC2=C1C(=O)NC=N2. Cell line: M14. Synergy scores: CSS=6.09, Synergy_ZIP=-1.00, Synergy_Bliss=1.22, Synergy_Loewe=4.00, Synergy_HSA=-1.74. (9) Drug 1: C1CCN(CC1)CCOC2=CC=C(C=C2)C(=O)C3=C(SC4=C3C=CC(=C4)O)C5=CC=C(C=C5)O. Drug 2: C1CC(=O)NC(=O)C1N2C(=O)C3=CC=CC=C3C2=O. Cell line: HCC-2998. Synergy scores: CSS=48.4, Synergy_ZIP=0.993, Synergy_Bliss=3.65, Synergy_Loewe=-0.0918, Synergy_HSA=3.11. (10) Drug 1: CC1C(C(CC(O1)OC2CC(CC3=C2C(=C4C(=C3O)C(=O)C5=C(C4=O)C(=CC=C5)OC)O)(C(=O)C)O)N)O.Cl. Drug 2: CS(=O)(=O)OCCCCOS(=O)(=O)C. Cell line: PC-3. Synergy scores: CSS=16.3, Synergy_ZIP=-5.03, Synergy_Bliss=-2.04, Synergy_Loewe=-15.7, Synergy_HSA=-0.863.